Dataset: Catalyst prediction with 721,799 reactions and 888 catalyst types from USPTO. Task: Predict which catalyst facilitates the given reaction. (1) Reactant: [C:1]([O:7][CH2:8][N:9]1[CH:13]=[CH:12][C:11]([N:14]2[CH2:19][CH2:18][O:17][C@H:16]([C@@H:20]([OH:28])[C:21]([O:23]C(C)(C)C)=[O:22])[C:15]2=[O:29])=[N:10]1)(=[O:6])[C:2]([CH3:5])([CH3:4])[CH3:3].ClC(Cl)C. Product: [OH:28][C@H:20]([C@H:16]1[O:17][CH2:18][CH2:19][N:14]([C:11]2[CH:12]=[CH:13][N:9]([CH2:8][O:7][C:1](=[O:6])[C:2]([CH3:3])([CH3:5])[CH3:4])[N:10]=2)[C:15]1=[O:29])[C:21]([OH:23])=[O:22]. The catalyst class is: 67. (2) Reactant: [CH3:1][O:2][C:3]1[CH:4]=[CH:5][C:6]([N+:12]([O-])=O)=[C:7]([CH:11]=1)[C:8](O)=O.[CH3:15][O:16][C:17]1[CH:24]=[CH:23][CH:22]=[CH:21][C:18]=1[CH2:19][NH2:20].C(C1NC=CN=1)([C:27]1[NH:28]C=CN=1)=O.[Sn](Cl)Cl. Product: [CH3:1][O:2][C:3]1[CH:11]=[C:7]2[C:6](=[CH:5][CH:4]=1)[N:12]=[C:27]([NH2:28])[N:20]([CH2:19][C:18]1[CH:21]=[CH:22][CH:23]=[CH:24][C:17]=1[O:16][CH3:15])[CH2:8]2. The catalyst class is: 289. (3) Reactant: [CH3:1][NH:2][C:3]1[C:7]([CH:8]=[O:9])=[CH:6][N:5]([C:10]2[CH:15]=[CH:14][CH:13]=[CH:12][CH:11]=2)[N:4]=1.[H-].[Na+].Cl[CH2:19][C:20]1[CH:38]=[CH:37][C:23]([O:24][CH2:25][C:26]2[N:27]=[C:28]([C:32]3[O:33][CH:34]=[CH:35][CH:36]=3)[O:29][C:30]=2[CH3:31])=[C:22]([O:39][CH3:40])[CH:21]=1. Product: [O:33]1[CH:34]=[CH:35][CH:36]=[C:32]1[C:28]1[O:29][C:30]([CH3:31])=[C:26]([CH2:25][O:24][C:23]2[CH:37]=[CH:38][C:20]([CH2:19][N:2]([CH3:1])[C:3]3[C:7]([CH:8]=[O:9])=[CH:6][N:5]([C:10]4[CH:11]=[CH:12][CH:13]=[CH:14][CH:15]=4)[N:4]=3)=[CH:21][C:22]=2[O:39][CH3:40])[N:27]=1. The catalyst class is: 9. (4) Reactant: [CH3:1][N:2]1[C:6]([CH2:7][OH:8])=[C:5]([C:9]2[CH:14]=[CH:13][CH:12]=[CH:11][CH:10]=2)[N:4]=[N:3]1.[H-].[Na+].Cl[C:18]1[CH:27]=[CH:26][C:21]([C:22]([O:24][CH3:25])=[O:23])=[CH:20][N:19]=1.O. Product: [CH3:25][O:24][C:22](=[O:23])[C:21]1[CH:26]=[CH:27][C:18]([O:8][CH2:7][C:6]2[N:2]([CH3:1])[N:3]=[N:4][C:5]=2[C:9]2[CH:14]=[CH:13][CH:12]=[CH:11][CH:10]=2)=[N:19][CH:20]=1. The catalyst class is: 1. (5) Reactant: [C:1]1([NH2:8])[CH:6]=[CH:5][CH:4]=[CH:3][C:2]=1[NH2:7].[S:9]1[CH:13]=[CH:12][CH:11]=[C:10]1[C:14](=O)[C:15](OCC)=[O:16]. Product: [S:9]1[CH:13]=[CH:12][CH:11]=[C:10]1[C:14]1[C:15](=[O:16])[NH:7][C:2]2[C:1]([N:8]=1)=[CH:6][CH:5]=[CH:4][CH:3]=2. The catalyst class is: 5. (6) Reactant: [O:1]1[CH2:6][CH2:5][CH2:4][C:3](=[O:7])[CH2:2]1.[C:8]1([CH:15]=[CH:14][CH:13]=[C:11]([OH:12])[CH:10]=1)[OH:9].[OH-].[Na+].Cl.[Cl-].[Na+]. Product: [OH:7][C:3]1([C:13]2[CH:14]=[CH:15][C:8]([OH:9])=[CH:10][C:11]=2[OH:12])[CH2:4][CH2:5][CH2:6][O:1][CH2:2]1. The catalyst class is: 6. (7) Reactant: [F:1][C:2]1[CH:7]=[CH:6][CH:5]=[CH:4][C:3]=1[CH2:8][C:9]([NH:11][C@@H:12]([CH:36]([CH3:39])[CH2:37][CH3:38])[C:13]([NH:15][C:16]1([C:33]([OH:35])=O)[CH2:28][C:27]2[C:26]3[C:21](=[C:22]([C:29]([F:32])([F:31])[F:30])[CH:23]=[CH:24][CH:25]=3)[NH:20][C:19]=2[CH2:18][CH2:17]1)=[O:14])=[O:10].CN(C(ON1N=NC2C=CC=NC1=2)=[N+](C)C)C.F[P-](F)(F)(F)(F)F.CCN(C(C)C)C(C)C.[CH3:73][O:74][NH:75][C:76](=[O:83])[C@@H:77]([NH2:82])[CH:78]([CH3:81])[CH2:79][CH3:80]. Product: [CH3:73][O:74][NH:75][C:76]([C@@H:77]([NH:82][C:33]([C@:16]1([NH:15][C:13](=[O:14])[C@@H:12]([NH:11][C:9](=[O:10])[CH2:8][C:3]2[CH:4]=[CH:5][CH:6]=[CH:7][C:2]=2[F:1])[CH:36]([CH3:39])[CH2:37][CH3:38])[CH2:28][C:27]2[C:26]3[C:21](=[C:22]([C:29]([F:32])([F:30])[F:31])[CH:23]=[CH:24][CH:25]=3)[NH:20][C:19]=2[CH2:18][CH2:17]1)=[O:35])[CH:78]([CH3:81])[CH2:79][CH3:80])=[O:83]. The catalyst class is: 3.